Predict the reactants needed to synthesize the given product. From a dataset of Full USPTO retrosynthesis dataset with 1.9M reactions from patents (1976-2016). (1) Given the product [Br:13][C:8]1[CH:9]=[C:4]([N+:1]([O-:3])=[O:2])[CH:5]=[C:6]([N+:10]([O-:12])=[O:11])[CH:7]=1, predict the reactants needed to synthesize it. The reactants are: [N+:1]([C:4]1[CH:9]=[CH:8][CH:7]=[C:6]([N+:10]([O-:12])=[O:11])[CH:5]=1)([O-:3])=[O:2].[Br:13]N1C(C)(C)C(=O)N(Br)C1=O. (2) The reactants are: [NH:1]1[C:9]2[C:4](=[CH:5][C:6]([NH2:10])=[CH:7][CH:8]=2)[CH:3]=[CH:2]1.I[C:12]1[CH:17]=[CH:16][CH:15]=[CH:14][CH:13]=1.[C@@H]1(N)CCCC[C@H]1N.P([O-])([O-])([O-])=O.[K+].[K+].[K+]. Given the product [C:12]1([N:1]2[C:9]3[C:4](=[CH:5][C:6]([NH2:10])=[CH:7][CH:8]=3)[CH:3]=[CH:2]2)[CH:17]=[CH:16][CH:15]=[CH:14][CH:13]=1, predict the reactants needed to synthesize it.